Task: Predict the product of the given reaction.. Dataset: Forward reaction prediction with 1.9M reactions from USPTO patents (1976-2016) (1) The product is: [F:54][C:55]1[CH:60]=[CH:59][CH:58]=[CH:57][C:56]=1[NH:61][C:62]([NH:51][C:50]1[CH:49]=[CH:48][C:47]([C:44]2[S:43][C:42]([CH:39]3[CH2:40][CH2:41][N:36]([S:33]([CH3:32])(=[O:35])=[O:34])[CH2:37][CH2:38]3)=[N:46][CH:45]=2)=[CH:53][CH:52]=1)=[O:63]. Given the reactants FC(F)(F)C1C=C(NC(=O)NC2C=CC(C3SC(CCC(OC)=O)=NC=3)=CC=2)C=CC=1.[CH3:32][S:33]([N:36]1[CH2:41][CH2:40][CH:39]([C:42]2[S:43][C:44]([C:47]3[CH:53]=[CH:52][C:50]([NH2:51])=[CH:49][CH:48]=3)=[CH:45][N:46]=2)[CH2:38][CH2:37]1)(=[O:35])=[O:34].[F:54][C:55]1[CH:60]=[CH:59][CH:58]=[CH:57][C:56]=1[N:61]=[C:62]=[O:63], predict the reaction product. (2) Given the reactants [N:1]1([CH2:6][C@@H:7]([O:14][C:15]2[CH:24]=[CH:23][C:22]3[C:21](=[O:25])[CH2:20][CH2:19][CH2:18][C:17]=3[C:16]=2[CH2:26][S:27]([C:30]2[CH:31]=[C:32]([CH:36]=[CH:37][CH:38]=2)[C:33](O)=[O:34])(=[O:29])=[O:28])[C:8]2[CH:13]=[CH:12][CH:11]=[CH:10][CH:9]=2)[CH:5]=[CH:4][N:3]=[CH:2]1.[NH2:39][CH:40]([CH2:43][OH:44])[CH2:41][OH:42], predict the reaction product. The product is: [OH:42][CH2:41][CH:40]([NH:39][C:33](=[O:34])[C:32]1[CH:36]=[CH:37][CH:38]=[C:30]([S:27]([CH2:26][C:16]2[C:17]3[CH2:18][CH2:19][CH2:20][C:21](=[O:25])[C:22]=3[CH:23]=[CH:24][C:15]=2[O:14][C@@H:7]([C:8]2[CH:9]=[CH:10][CH:11]=[CH:12][CH:13]=2)[CH2:6][N:1]2[CH:5]=[CH:4][N:3]=[CH:2]2)(=[O:29])=[O:28])[CH:31]=1)[CH2:43][OH:44]. (3) The product is: [CH3:38][C:36]1[C:31]2[NH:32][C:33](=[O:35])[O:34][C:30]=2[CH:29]=[C:28]([C:26]([C:22]2[N:23]=[CH:24][N:25]=[C:20]([N:3]3[CH2:4][CH2:5][CH:6]([N:9]4[C:17]5[C:12](=[N:13][CH:14]=[CH:15][CH:16]=5)[NH:11][C:10]4=[O:18])[CH2:7][CH2:8]3)[CH:21]=2)=[O:27])[CH:37]=1. Given the reactants Cl.Cl.[NH:3]1[CH2:8][CH2:7][CH:6]([N:9]2[C:17]3[C:12](=[N:13][CH:14]=[CH:15][CH:16]=3)[NH:11][C:10]2=[O:18])[CH2:5][CH2:4]1.Cl[C:20]1[N:25]=[CH:24][N:23]=[C:22]([C:26]([C:28]2[CH:37]=[C:36]([CH3:38])[C:31]3[NH:32][C:33](=[O:35])[O:34][C:30]=3[CH:29]=2)=[O:27])[CH:21]=1.CCN(C(C)C)C(C)C, predict the reaction product. (4) Given the reactants [Br:1][C:2]1[CH:27]=[CH:26][C:5]([CH2:6][C:7]23[C:15](=[O:16])[N:14]([C:17]4[CH:22]=[C:21]([Cl:23])[CH:20]=[C:19]([Cl:24])[CH:18]=4)[C:13](=[O:25])[N:12]2[CH2:11][CH2:10][NH:9][CH2:8]3)=[CH:4][CH:3]=1.[CH2:28]=O, predict the reaction product. The product is: [CH3:28][N:9]1[CH2:8][C:7]2([CH2:6][C:5]3[CH:26]=[CH:27][C:2]([Br:1])=[CH:3][CH:4]=3)[N:12]([C:13](=[O:25])[N:14]([C:17]3[CH:22]=[C:21]([Cl:23])[CH:20]=[C:19]([Cl:24])[CH:18]=3)[C:15]2=[O:16])[CH2:11][CH2:10]1. (5) Given the reactants Cl[C:2]1[N:7]=[C:6]2[CH2:8][N:9]([C:11]([C:13]3[CH:18]=[C:17]([S:19]([CH3:22])(=[O:21])=[O:20])[CH:16]=[CH:15][C:14]=3[O:23][C@@H:24]([CH3:29])[C:25]([F:28])([F:27])[F:26])=[O:12])[CH2:10][C:5]2=[CH:4][CH:3]=1.C([Sn](CCCC)(CCCC)[C:35]1[CH:40]=[CH:39][CH:38]=[C:37]([C:41]([F:44])([F:43])[F:42])[CH:36]=1)CCC, predict the reaction product. The product is: [CH3:22][S:19]([C:17]1[CH:16]=[CH:15][C:14]([O:23][C@@H:24]([CH3:29])[C:25]([F:28])([F:27])[F:26])=[C:13]([C:11]([N:9]2[CH2:10][C:5]3[C:6](=[N:7][C:2]([C:35]4[CH:40]=[CH:39][CH:38]=[C:37]([C:41]([F:44])([F:43])[F:42])[CH:36]=4)=[CH:3][CH:4]=3)[CH2:8]2)=[O:12])[CH:18]=1)(=[O:21])=[O:20]. (6) Given the reactants Br[CH:2]([CH3:7])[C:3]([O:5][CH3:6])=[O:4].[N-:8]=[N+:9]=[N-:10].[Na+].[C:12]([C:14]1[N:19]=[C:18]([NH:20][C:21]2[CH:26]=[C:25]([C:27]([F:30])([F:29])[F:28])[CH:24]=[CH:23][N:22]=2)[CH:17]=[C:16]([CH3:31])[CH:15]=1)#[CH:13].O=C1O[C@H]([C@H](CO)O)C([O-])=C1O.[Na+], predict the reaction product. The product is: [CH3:31][C:16]1[CH:17]=[C:18]([NH:20][C:21]2[CH:26]=[C:25]([C:27]([F:29])([F:28])[F:30])[CH:24]=[CH:23][N:22]=2)[N:19]=[C:14]([C:12]2[N:8]=[N:9][N:10]([CH:2]([CH3:7])[C:3]([O:5][CH3:6])=[O:4])[CH:13]=2)[CH:15]=1. (7) Given the reactants [C:1]([CH:3]([CH2:9][CH2:10][C@H:11]([C:19]1[CH:24]=[CH:23][CH:22]=[C:21]([O:25][CH3:26])[CH:20]=1)[NH:12][S@@](C(C)(C)C)=O)[C:4]([O:6][CH2:7][CH3:8])=[O:5])#[N:2].[ClH:27], predict the reaction product. The product is: [ClH:27].[NH2:12][C@@H:11]([C:19]1[CH:24]=[CH:23][CH:22]=[C:21]([O:25][CH3:26])[CH:20]=1)[CH2:10][CH2:9][CH:3]([C:1]#[N:2])[C:4]([O:6][CH2:7][CH3:8])=[O:5]. (8) Given the reactants [NH2:1][C:2]1[CH:7]=[CH:6][CH:5]=[CH:4][C:3]=1[S:8]([CH:11]([CH3:13])[CH3:12])(=[O:10])=[O:9].[Cl:14][C:15]1[N:16]=[N:17][C:18]([Cl:22])=[C:19](Cl)[N:20]=1.C(N(CC)CC)C, predict the reaction product. The product is: [Cl:14][C:15]1[N:16]=[N:17][C:18]([Cl:22])=[C:19]([NH:1][C:2]2[CH:7]=[CH:6][CH:5]=[CH:4][C:3]=2[S:8]([CH:11]([CH3:13])[CH3:12])(=[O:10])=[O:9])[N:20]=1.